Dataset: Catalyst prediction with 721,799 reactions and 888 catalyst types from USPTO. Task: Predict which catalyst facilitates the given reaction. (1) Reactant: [CH3:1][C:2]([C:6]1[CH:10]=[C:9]([NH:11][C:12]2[N:20]=[CH:19][CH:18]=[CH:17][C:13]=2[C:14](O)=[O:15])[N:8]([C:21]2[CH:26]=[CH:25][CH:24]=[C:23]([F:27])[C:22]=2[O:28][CH3:29])[N:7]=1)([CH3:5])[CH2:3][CH3:4].C(Cl)(=O)C(Cl)=O.[CH3:36]N.C[C:39]#[N:40]. Product: [CH3:5][C:2]([C:6]1[CH:10]=[C:9]([NH:11][C:12]2[N:20]=[CH:19][CH:18]=[CH:17][C:13]=2[C:14]([N:40]([CH3:39])[CH3:36])=[O:15])[N:8]([C:21]2[CH:26]=[CH:25][CH:24]=[C:23]([F:27])[C:22]=2[O:28][CH3:29])[N:7]=1)([CH3:1])[CH2:3][CH3:4]. The catalyst class is: 35. (2) Reactant: [Cl:1][C:2]1[CH:3]=[C:4]([NH:16][C:17]2[C:22]3=[C:23]([CH2:26][N:27]4[CH2:32][CH2:31][CH:30]([NH:33]C(=O)OC(C)(C)C)[CH2:29][CH2:28]4)[CH:24]=[CH:25][N:21]3[N:20]=[CH:19][N:18]=2)[CH:5]=[CH:6][C:7]=1[O:8][CH2:9][C:10]1[CH:15]=[CH:14][N:13]=[CH:12][CH:11]=1.NC1CCN(CC2C=CN3C=2C(NC2C=CC(OCC4C=CC=CN=4)=C(Cl)C=2)=NC=N3)CC1.FC(F)(F)C(O)=O. Product: [NH2:33][CH:30]1[CH2:31][CH2:32][N:27]([CH2:26][C:23]2[CH:24]=[CH:25][N:21]3[C:22]=2[C:17]([NH:16][C:4]2[CH:5]=[CH:6][C:7]([O:8][CH2:9][C:10]4[CH:11]=[CH:12][N:13]=[CH:14][CH:15]=4)=[C:2]([Cl:1])[CH:3]=2)=[N:18][CH:19]=[N:20]3)[CH2:28][CH2:29]1. The catalyst class is: 5. (3) Product: [Cl:1][C:2]1[C:3]([CH:12]([CH2:15][CH3:16])[CH2:13][NH:14][C:17](=[O:23])[O:18][C:19]([CH3:22])([CH3:21])[CH3:20])=[N:4][CH:5]=[C:6]([C:8]([F:11])([F:9])[F:10])[CH:7]=1. The catalyst class is: 5. Reactant: [Cl:1][C:2]1[C:3]([CH:12]([CH2:15][CH3:16])[C:13]#[N:14])=[N:4][CH:5]=[C:6]([C:8]([F:11])([F:10])[F:9])[CH:7]=1.[C:17](=O)([O:23]C(C)(C)C)[O:18][C:19]([CH3:22])([CH3:21])[CH3:20].[BH4-].[Na+].